From a dataset of Catalyst prediction with 721,799 reactions and 888 catalyst types from USPTO. Predict which catalyst facilitates the given reaction. (1) Reactant: [NH2:1][C:2]1[CH:6]=[C:5]([Br:7])[S:4][C:3]=1[C:8]([NH2:10])=[O:9].[CH2:11]([N:13](CC)[CH2:14][CH3:15])[CH3:12].Cl[CH:19]([C:23]1[CH:28]=[CH:27][CH:26]=[CH:25][CH:24]=1)[C:20](Cl)=[O:21].N1CCCC1. Product: [Br:7][C:5]1[S:4][C:3]([C:8]([NH2:10])=[O:9])=[C:2]([NH:1][C:20](=[O:21])[CH:19]([C:23]2[CH:28]=[CH:27][CH:26]=[CH:25][CH:24]=2)[N:13]2[CH2:14][CH2:15][CH2:12][CH2:11]2)[CH:6]=1. The catalyst class is: 7. (2) Reactant: C(OC([N:8]1[CH2:17][CH2:16][C:15]2[C:10](=[CH:11][CH:12]=[C:13]([C:18](=[O:37])[NH:19][C:20]3[NH:24][C:23]4[CH:25]=[CH:26][CH:27]=[C:28]([C:29](=[O:36])[NH:30][C:31]5[NH:32][CH:33]=[CH:34][N:35]=5)[C:22]=4[N:21]=3)[CH:14]=2)[CH2:9]1)=O)(C)(C)C. Product: [NH:32]1[CH:33]=[CH:34][N:35]=[C:31]1[NH:30][C:29]([C:28]1[C:22]2[N:21]=[C:20]([NH:19][C:18]([C:13]3[CH:14]=[C:15]4[C:10](=[CH:11][CH:12]=3)[CH2:9][NH:8][CH2:17][CH2:16]4)=[O:37])[NH:24][C:23]=2[CH:25]=[CH:26][CH:27]=1)=[O:36]. The catalyst class is: 89. (3) The catalyst class is: 47. Reactant: [CH3:1][CH:2]([C:4]1[N:8]([CH2:9][CH2:10][C@@H:11]([OH:19])[CH2:12][C@@H:13]([OH:18])[CH2:14][C:15]([O-:17])=[O:16])[C:7]([C:20]2[CH:21]=[CH:22][C:23]([F:26])=[CH:24][CH:25]=2)=[C:6]([C:27]2[CH:28]=[CH:29][CH:30]=[CH:31][CH:32]=2)[C:5]=1[C:33]([NH:35][C:36]1[CH:37]=[CH:38][CH:39]=[CH:40][CH:41]=1)=[O:34])[CH3:3].[CH3:3][CH:2]([C:4]1[N:8]([CH2:9][CH2:10][C@@H:11]([OH:19])[CH2:12][C@@H:13]([OH:18])[CH2:14][C:15]([O-:17])=[O:16])[C:7]([C:20]2[CH:25]=[CH:24][C:23]([F:26])=[CH:22][CH:21]=2)=[C:6]([C:27]2[CH:32]=[CH:31][CH:30]=[CH:29][CH:28]=2)[C:5]=1[C:33]([NH:35][C:36]1[CH:41]=[CH:40][CH:39]=[CH:38][CH:37]=1)=[O:34])[CH3:1].[Ca+2]. Product: [CH3:3][CH:2]([C:4]1[N:8]([CH2:9][CH2:10][C@@H:11]([OH:19])[CH2:12][C@@H:13]([OH:18])[CH2:14][C:15]([OH:17])=[O:16])[C:7]([C:20]2[CH:25]=[CH:24][C:23]([F:26])=[CH:22][CH:21]=2)=[C:6]([C:27]2[CH:32]=[CH:31][CH:30]=[CH:29][CH:28]=2)[C:5]=1[C:33]([NH:35][C:36]1[CH:41]=[CH:40][CH:39]=[CH:38][CH:37]=1)=[O:34])[CH3:1]. (4) Reactant: [C:1]1(=[O:8])[CH:6]=[CH:5][C:4](=[O:7])[CH:3]=[CH:2]1.[CH:9]1[CH2:15][CH2:14][CH2:13][CH:12]=[CH:11][CH:10]=1. Product: [CH:11]12[CH:10]=[CH:9][CH:15]([CH2:14][CH2:13][CH2:12]1)[CH:5]1[CH:6]2[C:1](=[O:8])[CH:2]=[CH:3][C:4]1=[O:7]. The catalyst class is: 2.